Dataset: Reaction yield outcomes from USPTO patents with 853,638 reactions. Task: Predict the reaction yield, written as a fraction of the theoretical maximum amount of product (1.0 means a 100% yield; for example, 0.34 means a 34% yield). (1) The yield is 0.730. The product is [C:1]([N:8]1[CH2:9][CH2:10][CH:11]([C:14]#[C:15][C:17]2[CH:22]=[CH:21][CH:20]=[CH:19][CH:18]=2)[CH2:12][CH2:13]1)([O:3][C:4]([CH3:7])([CH3:6])[CH3:5])=[O:2]. The reactants are [C:1]([N:8]1[CH2:13][CH2:12][CH:11]([C:14]#[CH:15])[CH2:10][CH2:9]1)([O:3][C:4]([CH3:7])([CH3:6])[CH3:5])=[O:2].I[C:17]1[CH:22]=[CH:21][CH:20]=[CH:19][CH:18]=1. The catalyst is C(N(CC)CC)C.[Cu]I. (2) The reactants are [NH2:1][C:2]1[NH:6][N:5]=[C:4]([CH3:7])[C:3]=1[C:8]1[S:9][C:10]2[CH:16]=[C:15]([S:17](Cl)(=[O:19])=[O:18])[CH:14]=[CH:13][C:11]=2[N:12]=1.[F:21][C:22]1[CH:29]=[CH:28][C:25]([CH2:26][NH2:27])=[CH:24][CH:23]=1.CN1CCOCC1. The catalyst is C(Cl)(Cl)Cl. The product is [F:21][C:22]1[CH:29]=[CH:28][C:25]([CH2:26][NH:27][S:17]([C:15]2[CH:14]=[CH:13][C:11]3[N:12]=[C:8]([C:3]4[C:4]([CH3:7])=[N:5][NH:6][C:2]=4[NH2:1])[S:9][C:10]=3[CH:16]=2)(=[O:19])=[O:18])=[CH:24][CH:23]=1. The yield is 0.0900.